From a dataset of Reaction yield outcomes from USPTO patents with 853,638 reactions. Predict the reaction yield, written as a fraction of the theoretical maximum amount of product (1.0 means a 100% yield; for example, 0.34 means a 34% yield). (1) The reactants are [F:1][C:2]1[C:18]([CH:19]=O)=[C:17]([B:21]2[O:25]C(C)(C)C(C)(C)[O:22]2)[CH:16]=[CH:15][C:3]=1[O:4][C:5]1[CH:12]=[CH:11][C:8]([C:9]#[N:10])=[C:7]([O:13][CH3:14])[N:6]=1.[BH4-].[Na+].Cl. The catalyst is CO. The product is [F:1][C:2]1[C:18]2[CH2:19][O:22][B:21]([OH:25])[C:17]=2[CH:16]=[CH:15][C:3]=1[O:4][C:5]1[CH:12]=[CH:11][C:8]([C:9]#[N:10])=[C:7]([O:13][CH3:14])[N:6]=1. The yield is 0.200. (2) The reactants are [Br:1][C:2]1[CH:3]=[C:4]2[C:8](=[CH:9][CH:10]=1)[NH:7][CH:6]=[CH:5]2.[CH2:11](Br)[C:12]1[CH:17]=[CH:16][CH:15]=[CH:14][CH:13]=1. No catalyst specified. The product is [CH2:11]([N:7]1[C:8]2[C:4](=[CH:3][C:2]([Br:1])=[CH:10][CH:9]=2)[CH:5]=[CH:6]1)[C:12]1[CH:17]=[CH:16][CH:15]=[CH:14][CH:13]=1. The yield is 0.780. (3) The reactants are [O:1]=[C:2]([CH3:8])[CH2:3][CH2:4][C:5]([OH:7])=[O:6].[Br:9]Br. The catalyst is Cl. The product is [Br:9][CH:3]([C:2](=[O:1])[CH3:8])[CH2:4][C:5]([OH:7])=[O:6]. The yield is 0.840.